Task: Predict the reaction yield, written as a fraction of the theoretical maximum amount of product (1.0 means a 100% yield; for example, 0.34 means a 34% yield).. Dataset: Reaction yield outcomes from USPTO patents with 853,638 reactions The reactants are [C:1]([O:5][CH2:6][C:7]1[CH:12]=[CH:11][CH:10]=[CH:9][CH:8]=1)(=[O:4])[NH:2][NH2:3].[CH:13]1([CH:19]=O)[CH2:18][CH2:17][CH2:16][CH2:15][CH2:14]1.C(O)(=O)C. The catalyst is C(O)C. The product is [CH2:6]([O:5][C:1]([NH:2][N:3]=[CH:19][CH:13]1[CH2:18][CH2:17][CH2:16][CH2:15][CH2:14]1)=[O:4])[C:7]1[CH:12]=[CH:11][CH:10]=[CH:9][CH:8]=1. The yield is 0.737.